Dataset: Merck oncology drug combination screen with 23,052 pairs across 39 cell lines. Task: Regression. Given two drug SMILES strings and cell line genomic features, predict the synergy score measuring deviation from expected non-interaction effect. (1) Drug 1: COc1cccc2c1C(=O)c1c(O)c3c(c(O)c1C2=O)CC(O)(C(=O)CO)CC3OC1CC(N)C(O)C(C)O1. Drug 2: Cn1nnc2c(C(N)=O)ncn2c1=O. Cell line: LNCAP. Synergy scores: synergy=-9.90. (2) Drug 1: CC(=O)OC1C(=O)C2(C)C(O)CC3OCC3(OC(C)=O)C2C(OC(=O)c2ccccc2)C2(O)CC(OC(=O)C(O)C(NC(=O)c3ccccc3)c3ccccc3)C(C)=C1C2(C)C. Drug 2: Cn1nnc2c(C(N)=O)ncn2c1=O. Synergy scores: synergy=-25.5. Cell line: A2780. (3) Drug 1: CN1C(=O)C=CC2(C)C3CCC4(C)C(NC(=O)OCC(F)(F)F)CCC4C3CCC12. Drug 2: CCC1=CC2CN(C1)Cc1c([nH]c3ccccc13)C(C(=O)OC)(c1cc3c(cc1OC)N(C)C1C(O)(C(=O)OC)C(OC(C)=O)C4(CC)C=CCN5CCC31C54)C2. Cell line: UACC62. Synergy scores: synergy=-16.3. (4) Drug 1: CC1CC2C3CCC4=CC(=O)C=CC4(C)C3(F)C(O)CC2(C)C1(O)C(=O)CO. Drug 2: O=C(NOCC(O)CO)c1ccc(F)c(F)c1Nc1ccc(I)cc1F. Cell line: NCIH2122. Synergy scores: synergy=82.3.